From a dataset of M1 muscarinic receptor antagonist screen with 61,756 compounds. Binary Classification. Given a drug SMILES string, predict its activity (active/inactive) in a high-throughput screening assay against a specified biological target. (1) The compound is S(c1n(c(nn1)CNC(=O)c1occc1)c1ccc(F)cc1)CC(OCC)=O. The result is 0 (inactive). (2) The compound is Clc1cc(c(OCCCC)cc1)CSc1n(N)c(nn1)CC. The result is 0 (inactive). (3) The molecule is O=C(NC1CCCCC1)Nc1c(=O)n(Cc2cc(OC)ccc2)ccc1. The result is 0 (inactive). (4) The compound is O=c1n(c(=O)n(c2nc(N3CCN(CC3)CC)n(c12)Cc1c2c(ccc1)cccc2)C)C. The result is 1 (active). (5) The molecule is S1(=O)(=O)N=c2sc(c(n2CC1)c1ccccc1)C(OCC)=O. The result is 0 (inactive).